Dataset: Forward reaction prediction with 1.9M reactions from USPTO patents (1976-2016). Task: Predict the product of the given reaction. Given the reactants [CH:1]1([S:7]([C:10]2[CH:15]=[CH:14][C:13]([CH:16](OC)[O:17]C)=[CH:12][CH:11]=2)(=[O:9])=[O:8])[CH2:6][CH2:5][CH2:4][CH2:3][CH2:2]1.S(=O)(=O)(O)O.C(=O)([O-])[O-].[K+].[K+], predict the reaction product. The product is: [CH:1]1([S:7]([C:10]2[CH:11]=[CH:12][C:13]([CH:16]=[O:17])=[CH:14][CH:15]=2)(=[O:9])=[O:8])[CH2:6][CH2:5][CH2:4][CH2:3][CH2:2]1.